From a dataset of Full USPTO retrosynthesis dataset with 1.9M reactions from patents (1976-2016). Predict the reactants needed to synthesize the given product. (1) Given the product [CH2:1]([N:9]1[CH2:22][CH2:21][C:20]2[C:19]3[C:14](=[CH:15][CH:16]=[C:17]4[O:26][C:25]([CH3:28])([CH3:27])[CH:24]=[CH:23][C:18]4=3)[NH:13][C:12]=2[CH2:11][CH2:10]1)[C:2]1[CH:3]=[CH:4][CH:5]=[CH:6][CH:7]=1, predict the reactants needed to synthesize it. The reactants are: [C:1]([N:9]1[CH2:22][CH2:21][C:20]2[C:19]3[C:14](=[CH:15][CH:16]=[C:17]4[O:26][C:25]([CH3:28])([CH3:27])[CH:24]=[CH:23][C:18]4=3)[NH:13][C:12]=2[CH2:11][CH2:10]1)(=O)[C:2]1[CH:7]=[CH:6][CH:5]=[CH:4][CH:3]=1.[H-].[Al+3].[Li+].[H-].[H-].[H-].O.[OH-].[Na+]. (2) Given the product [C:8]([O:12][C:13](=[O:21])/[CH:14]=[CH:15]/[C:16]1[CH:20]=[CH:19][N:18]([S:29]([C:25]2[CH:26]=[CH:27][CH:28]=[C:23]([Br:22])[CH:24]=2)(=[O:31])=[O:30])[CH:17]=1)([CH3:11])([CH3:9])[CH3:10], predict the reactants needed to synthesize it. The reactants are: [H-].[Na+].C1COCC1.[C:8]([O:12][C:13](=[O:21])/[CH:14]=[CH:15]/[C:16]1[CH:20]=[CH:19][NH:18][CH:17]=1)([CH3:11])([CH3:10])[CH3:9].[Br:22][C:23]1[CH:24]=[C:25]([S:29](Cl)(=[O:31])=[O:30])[CH:26]=[CH:27][CH:28]=1. (3) The reactants are: [Br:1][C:2]1[C:3]([O:11][CH2:12][C:13]2[C:14]([C:19]3[CH:24]=[CH:23][CH:22]=[CH:21][CH:20]=3)=[N:15][O:16][C:17]=2[CH3:18])=[N:4][CH:5]=[C:6]([CH:10]=1)[C:7](O)=[O:8].CC1O[N:29]=[C:28]([C:31]2C=CC=CC=2)[C:27]=1COC1C=CC(C(O)=O)=CN=1.C(N)(C)C. Given the product [Br:1][C:2]1[C:3]([O:11][CH2:12][C:13]2[C:14]([C:19]3[CH:24]=[CH:23][CH:22]=[CH:21][CH:20]=3)=[N:15][O:16][C:17]=2[CH3:18])=[N:4][CH:5]=[C:6]([CH:10]=1)[C:7]([NH:29][CH:28]([CH3:31])[CH3:27])=[O:8], predict the reactants needed to synthesize it. (4) Given the product [CH3:24][N:12]([CH2:11][C:10]1[CH:25]=[CH:26][CH:27]=[C:8]([C:5]2[CH:4]=[N:3][C:2]([N:28]3[CH2:33][CH2:32][NH:31][CH2:30][CH2:29]3)=[N:7][CH:6]=2)[CH:9]=1)[C:13](=[O:23])[CH2:14][NH:15][C:16](=[O:22])[O:17][C:18]([CH3:21])([CH3:20])[CH3:19], predict the reactants needed to synthesize it. The reactants are: Cl[C:2]1[N:7]=[CH:6][C:5]([C:8]2[CH:9]=[C:10]([CH:25]=[CH:26][CH:27]=2)[CH2:11][N:12]([CH3:24])[C:13](=[O:23])[CH2:14][NH:15][C:16](=[O:22])[O:17][C:18]([CH3:21])([CH3:20])[CH3:19])=[CH:4][N:3]=1.[NH:28]1[CH2:33][CH2:32][NH:31][CH2:30][CH2:29]1.O. (5) Given the product [CH3:1][O:2][C:3]1[CH:4]=[C:5]([CH:9]=[CH:10][C:11]=1[O:12][CH3:13])[C:6]([O:14][C:15]1[CH:20]=[C:19]([O:21][CH3:22])[CH:18]=[C:17]([O:23][CH3:24])[C:16]=1[C:25](=[O:27])[CH3:26])=[O:7], predict the reactants needed to synthesize it. The reactants are: [CH3:1][O:2][C:3]1[CH:4]=[C:5]([CH:9]=[CH:10][C:11]=1[O:12][CH3:13])[C:6](Cl)=[O:7].[OH:14][C:15]1[CH:20]=[C:19]([O:21][CH3:22])[CH:18]=[C:17]([O:23][CH3:24])[C:16]=1[C:25](=[O:27])[CH3:26].C(O)C.O. (6) Given the product [C:43]([OH:50])(=[O:49])/[CH:44]=[CH:45]\[C:46]([OH:48])=[O:47].[C:43]([OH:50])(=[O:49])/[CH:44]=[CH:45]\[C:46]([OH:48])=[O:47].[C:43]([OH:50])(=[O:49])/[CH:44]=[CH:45]\[C:46]([OH:48])=[O:47].[F:1][C:2]1[CH:3]=[CH:4][C:5]([CH:8]([N:34]2[CH2:39][CH2:38][N:37]([CH:40]([CH3:42])[CH3:41])[CH2:36][CH2:35]2)[CH2:9][N:10]2[CH2:15][CH2:14][N:13]([CH2:16][CH2:17][CH2:18][CH2:19][C:20]3[C:29]4[C:24](=[CH:25][CH:26]=[CH:27][CH:28]=4)[CH:23]=[CH:22][C:21]=3[O:30][CH:31]([CH3:33])[CH3:32])[CH2:12][CH2:11]2)=[CH:6][CH:7]=1, predict the reactants needed to synthesize it. The reactants are: [F:1][C:2]1[CH:7]=[CH:6][C:5]([CH:8]([N:34]2[CH2:39][CH2:38][N:37]([CH:40]([CH3:42])[CH3:41])[CH2:36][CH2:35]2)[CH2:9][N:10]2[CH2:15][CH2:14][N:13]([CH2:16][CH2:17][CH2:18][CH2:19][C:20]3[C:29]4[C:24](=[CH:25][CH:26]=[CH:27][CH:28]=4)[CH:23]=[CH:22][C:21]=3[O:30][CH:31]([CH3:33])[CH3:32])[CH2:12][CH2:11]2)=[CH:4][CH:3]=1.[C:43]([OH:50])(=[O:49])/[CH:44]=[CH:45]\[C:46]([OH:48])=[O:47]. (7) Given the product [F:20][C:17]1[CH:18]=[CH:19][C:14]([C:12]([C:4]2[N:3]=[C:2]([NH:21][C:22]3[CH:26]=[C:25]([CH3:27])[N:24]([C:28]([O:30][C:31]([CH3:34])([CH3:33])[CH3:32])=[O:29])[N:23]=3)[C:11]3[C:6]([CH:5]=2)=[CH:7][CH:8]=[CH:9][CH:10]=3)=[O:13])=[CH:15][CH:16]=1, predict the reactants needed to synthesize it. The reactants are: Cl[C:2]1[C:11]2[C:6](=[CH:7][CH:8]=[CH:9][CH:10]=2)[CH:5]=[C:4]([C:12]([C:14]2[CH:19]=[CH:18][C:17]([F:20])=[CH:16][CH:15]=2)=[O:13])[N:3]=1.[NH2:21][C:22]1[CH:26]=[C:25]([CH3:27])[N:24]([C:28]([O:30][C:31]([CH3:34])([CH3:33])[CH3:32])=[O:29])[N:23]=1.C1(P(C2C=CC=CC=2)C2C3OC4C(=CC=CC=4P(C4C=CC=CC=4)C4C=CC=CC=4)C(C)(C)C=3C=CC=2)C=CC=CC=1.C(=O)([O-])[O-].[Cs+].[Cs+]. (8) Given the product [Cl:26][C:27]1[CH:28]=[C:29]([C:30](=[O:31])[N:32]([CH3:33])[CH3:34])[CH:35]=[CH:36][C:37]=1[O:1][C:2]1[CH:3]=[C:4]([CH:15]=[C:16]([O:18][C@H:19]2[CH2:23][CH2:22][N:21]([CH3:24])[C:20]2=[O:25])[CH:17]=1)[C:5]([NH:7][C:8]1[CH:13]=[N:12][C:11]([CH3:14])=[CH:10][N:9]=1)=[O:6], predict the reactants needed to synthesize it. The reactants are: [OH:1][C:2]1[CH:3]=[C:4]([CH:15]=[C:16]([O:18][C@H:19]2[CH2:23][CH2:22][N:21]([CH3:24])[C:20]2=[O:25])[CH:17]=1)[C:5]([NH:7][C:8]1[CH:13]=[N:12][C:11]([CH3:14])=[CH:10][N:9]=1)=[O:6].[Cl:26][C:27]1[CH:28]=[C:29]([CH:35]=[CH:36][C:37]=1F)[C:30]([N:32]([CH3:34])[CH3:33])=[O:31].C(=O)([O-])[O-].[K+].[K+]. (9) Given the product [S:39]1[CH:40]=[CH:41][CH:42]=[C:38]1[CH2:37][NH:36][C:27]([C:26]1[C:25]([CH2:24][CH2:23][CH2:22][S:21][C:17]2[CH:18]=[CH:19][CH:20]=[C:15]([C:14]([F:13])([F:35])[F:34])[CH:16]=2)=[N:33][CH:32]=[CH:31][CH:30]=1)=[O:29], predict the reactants needed to synthesize it. The reactants are: C1N=CN(C(N2C=NC=C2)=O)C=1.[F:13][C:14]([F:35])([F:34])[C:15]1[CH:16]=[C:17]([S:21][CH2:22][CH2:23][CH2:24][C:25]2[N:33]=[CH:32][CH:31]=[CH:30][C:26]=2[C:27]([OH:29])=O)[CH:18]=[CH:19][CH:20]=1.[NH2:36][CH2:37][C:38]1[S:39][CH:40]=[CH:41][CH:42]=1. (10) Given the product [Cl:1][C:2]1[S:6][C:5]([CH2:7][N:8]2[C:16]3[C:11](=[CH:12][CH:13]=[CH:14][CH:15]=3)[C:10]([CH:17]3[CH2:22][CH2:21][N:20]([CH2:32][C:28]4[CH:27]=[C:26]([CH:31]=[CH:30][CH:29]=4)[C:25]([OH:34])=[O:24])[CH2:19][CH2:18]3)=[CH:9]2)=[CH:4][CH:3]=1, predict the reactants needed to synthesize it. The reactants are: [Cl:1][C:2]1[S:6][C:5]([CH2:7][N:8]2[C:16]3[C:11](=[CH:12][CH:13]=[CH:14][CH:15]=3)[C:10]([CH:17]3[CH2:22][CH2:21][NH:20][CH2:19][CH2:18]3)=[CH:9]2)=[CH:4][CH:3]=1.C[O:24][C:25](=[O:34])[C:26]1[CH:31]=[CH:30][CH:29]=[C:28]([CH2:32]Br)[CH:27]=1.